This data is from Full USPTO retrosynthesis dataset with 1.9M reactions from patents (1976-2016). The task is: Predict the reactants needed to synthesize the given product. (1) Given the product [CH2:1]([N:8]1[C:12]([C:13]2[CH:14]=[CH:15][CH:16]=[CH:17][CH:18]=2)=[CH:11][CH:10]=[C:9]1[C:19]1[CH:20]=[C:21]2[C:26](=[CH:27][CH:28]=1)[CH:25]=[C:24]([O:29][CH2:31][C:32]([O:34][CH3:35])=[O:33])[CH:23]=[CH:22]2)[C:2]1[CH:3]=[CH:4][CH:5]=[CH:6][CH:7]=1, predict the reactants needed to synthesize it. The reactants are: [CH2:1]([N:8]1[C:12]([C:13]2[CH:18]=[CH:17][CH:16]=[CH:15][CH:14]=2)=[CH:11][CH:10]=[C:9]1[C:19]1[CH:20]=[C:21]2[C:26](=[CH:27][CH:28]=1)[CH:25]=[C:24]([OH:29])[CH:23]=[CH:22]2)[C:2]1[CH:7]=[CH:6][CH:5]=[CH:4][CH:3]=1.Br[CH2:31][C:32]([O:34][CH3:35])=[O:33].C(=O)([O-])[O-].[Cs+].[Cs+]. (2) Given the product [NH:30]1[CH2:31][CH2:32][CH:62]([O:61][C:59](=[O:60])[NH:56][C:12]2[CH:11]=[CH:10][C:9]3[C:8]4[C:16](=[C:4]([C:1](=[O:3])[NH2:2])[CH:5]=[C:6]([C:20]5[CH:25]=[CH:24][CH:23]=[C:22]([O:26][CH3:27])[CH:21]=5)[CH:7]=4)[NH:15][C:14]=3[CH:13]=2)[CH2:34][CH2:33]1, predict the reactants needed to synthesize it. The reactants are: [C:1]([C:4]1[CH:5]=[C:6]([C:20]2[CH:25]=[CH:24][CH:23]=[C:22]([O:26][CH3:27])[CH:21]=2)[CH:7]=[C:8]2[C:16]=1[NH:15][C:14]1[CH:13]=[C:12](C(O)=O)[CH:11]=[CH:10][C:9]2=1)(=[O:3])[NH2:2].C([N:30]([CH2:33][CH3:34])[CH2:31][CH3:32])C.C1(P(N=[N+]=[N-])(C2C=CC=CC=2)=O)C=CC=CC=1.OC1CC[N:56]([C:59]([O:61][C:62](C)(C)C)=[O:60])CC1. (3) Given the product [CH2:57]([O:59][C:31](=[O:32])[NH:30][CH2:26][CH2:25][CH2:24][C@H:23]1[CH2:28][NH:16]/[C:13](=[N:12]\[C:10]([C:3]2[C:2]([NH2:1])=[N:7][C:6]([NH2:8])=[C:5]([Cl:9])[N:4]=2)=[O:11])/[NH:22]1)[C:58]1[CH:26]=[CH:25][CH:24]=[CH:23][CH:28]=1, predict the reactants needed to synthesize it. The reactants are: [NH2:1][C:2]1[C:3]([C:10]([NH:12][C:13](=[NH:16])SC)=[O:11])=[N:4][C:5]([Cl:9])=[C:6]([NH2:8])[N:7]=1.C(C1[N:22](C[C@@H](O)CNC(=O)OC)[C:23]2[C:28](C=1)=C[C:26]([NH:30][C:31](C1(C3C=CC4OC(F)(F)OC=4C=3)CC1)=[O:32])=[CH:25][CH:24]=2)(C)(C)C.C[CH:57]([OH:59])[CH3:58]. (4) Given the product [F:16][C:13]([F:14])([F:15])[C:12]([NH:11][CH2:10]/[CH:9]=[CH:8]/[C:4]1[CH:5]=[CH:6][CH:7]=[C:2]([NH:1][CH2:19][C:20]2([OH:18])[CH2:25][CH2:24][CH2:23][CH2:22][CH2:21]2)[CH:3]=1)=[O:17], predict the reactants needed to synthesize it. The reactants are: [NH2:1][C:2]1[CH:3]=[C:4](/[CH:8]=[CH:9]/[CH2:10][NH:11][C:12](=[O:17])[C:13]([F:16])([F:15])[F:14])[CH:5]=[CH:6][CH:7]=1.[O:18]1[C:20]2([CH2:25][CH2:24][CH2:23][CH2:22][CH2:21]2)[CH2:19]1. (5) Given the product [NH2:23][C:20]1[CH:21]=[CH:22][C:7]([S:4]([CH:1]([CH3:3])[CH3:2])(=[O:6])=[O:5])=[C:8]([CH:19]=1)[CH2:9][N:10]([CH3:18])[C:11](=[O:17])[O:12][C:13]([CH3:14])([CH3:15])[CH3:16], predict the reactants needed to synthesize it. The reactants are: [CH:1]([S:4]([C:7]1[CH:22]=[CH:21][C:20]([N+:23]([O-])=O)=[CH:19][C:8]=1[CH2:9][N:10]([CH3:18])[C:11](=[O:17])[O:12][C:13]([CH3:16])([CH3:15])[CH3:14])(=[O:6])=[O:5])([CH3:3])[CH3:2]. (6) Given the product [CH3:14][O:15][CH2:16][CH2:17][NH:18][C:3]([C:5]1[N:10]=[CH:9][C:8]2[N:11]=[CH:12][NH:13][C:7]=2[CH:6]=1)=[O:4], predict the reactants needed to synthesize it. The reactants are: CO[C:3]([C:5]1[N:10]=[CH:9][C:8]2[N:11]=[CH:12][NH:13][C:7]=2[CH:6]=1)=[O:4].[CH3:14][O:15][CH2:16][CH2:17][NH2:18]. (7) Given the product [Br:1][C:2]1[C:8]([C:9]([F:12])([F:11])[F:10])=[CH:7][CH:6]=[CH:5][C:3]=1[I:22], predict the reactants needed to synthesize it. The reactants are: [Br:1][C:2]1[C:8]([C:9]([F:12])([F:11])[F:10])=[CH:7][CH:6]=[CH:5][C:3]=1N.OS(O)(=O)=O.N([O-])=O.[Na+].[I-:22].[K+].II.[O-]S([O-])=O.[Na+].[Na+]. (8) Given the product [Cl:14][C:15]1[N:20]=[C:19]([N:1]2[CH2:6][CH2:5][O:4][CH2:3][CH2:2]2)[C:18]([N+:22]([O-:24])=[O:23])=[C:17]([Cl:25])[N:16]=1, predict the reactants needed to synthesize it. The reactants are: [NH:1]1[CH2:6][CH2:5][O:4][CH2:3][CH2:2]1.C(N(CC)CC)C.[Cl:14][C:15]1[N:20]=[C:19](Cl)[C:18]([N+:22]([O-:24])=[O:23])=[C:17]([Cl:25])[N:16]=1. (9) Given the product [CH3:26][C:23]1([CH3:27])[O:22][CH2:21][C:20]([CH2:19][OH:1])([CH2:28][N:29]2[CH:33]=[C:32]([CH2:34][O:35][CH2:36][O:37][CH3:38])[N:31]=[C:30]2[N+:39]([O-:41])=[O:40])[CH2:25][O:24]1, predict the reactants needed to synthesize it. The reactants are: [O:1]([CH2:19][C:20]1([CH2:28][N:29]2[CH:33]=[C:32]([CH2:34][O:35][CH2:36][O:37][CH3:38])[N:31]=[C:30]2[N+:39]([O-:41])=[O:40])[CH2:25][O:24][C:23]([CH3:27])([CH3:26])[O:22][CH2:21]1)[Si](C(C)(C)C)(C1C=CC=CC=1)C1C=CC=CC=1.[F-].C([N+](CCCC)(CCCC)CCCC)CCC.